The task is: Predict which catalyst facilitates the given reaction.. This data is from Catalyst prediction with 721,799 reactions and 888 catalyst types from USPTO. (1) Reactant: [CH2:1]([C:5]1[N:6]=[C:7]([CH3:27])[NH:8][C:9](=[O:26])[C:10]=1[CH2:11][C:12]1[CH:17]=[CH:16][C:15]([C:18]2[C:19]([C:24]#[N:25])=[CH:20][CH:21]=[CH:22][CH:23]=2)=[CH:14][CH:13]=1)[CH2:2][CH2:3][CH3:4].C(=O)([O-])[O-].[K+].[K+].Br[CH2:35][C:36]1[CH:37]=[C:38]([C:42](=[O:44])[CH3:43])[CH:39]=[CH:40][CH:41]=1.CN(C)C=O. Product: [C:42]([C:38]1[CH:37]=[C:36]([CH:41]=[CH:40][CH:39]=1)[CH2:35][N:8]1[C:9](=[O:26])[C:10]([CH2:11][C:12]2[CH:17]=[CH:16][C:15]([C:18]3[C:19]([C:24]#[N:25])=[CH:20][CH:21]=[CH:22][CH:23]=3)=[CH:14][CH:13]=2)=[C:5]([CH2:1][CH2:2][CH2:3][CH3:4])[N:6]=[C:7]1[CH3:27])(=[O:44])[CH3:43]. The catalyst class is: 13. (2) Reactant: OCC([N:5]1[CH2:14][CH2:13][C:12]2[C:7](=[CH:8][CH:9]=[C:10]([C:15]3[CH:20]=[CH:19][C:18]([CH2:21][CH2:22][OH:23])=[CH:17][CH:16]=3)[CH:11]=2)[CH2:6]1)=O.[OH-].[Na+]. Product: [CH2:6]1[C:7]2[C:12](=[CH:11][C:10]([C:15]3[CH:20]=[CH:19][C:18]([CH2:21][CH2:22][OH:23])=[CH:17][CH:16]=3)=[CH:9][CH:8]=2)[CH2:13][CH2:14][NH:5]1. The catalyst class is: 5.